Dataset: Reaction yield outcomes from USPTO patents with 853,638 reactions. Task: Predict the reaction yield, written as a fraction of the theoretical maximum amount of product (1.0 means a 100% yield; for example, 0.34 means a 34% yield). The reactants are [CH2:1]([C@H:3]1[CH2:8][CH2:7][C@H:6]([O:9][C:10]2[CH:15]=[CH:14][C:13]([C:16]3[CH2:21][CH2:20][N:19](C(OC(C)(C)C)=O)[CH2:18][CH:17]=3)=[CH:12][CH:11]=2)[CH2:5][CH2:4]1)[CH3:2].C(O)(C(F)(F)F)=O. The catalyst is C(Cl)Cl. The product is [CH2:1]([C@H:3]1[CH2:8][CH2:7][C@H:6]([O:9][C:10]2[CH:11]=[CH:12][C:13]([C:16]3[CH2:21][CH2:20][NH:19][CH2:18][CH:17]=3)=[CH:14][CH:15]=2)[CH2:5][CH2:4]1)[CH3:2]. The yield is 0.900.